This data is from NCI-60 drug combinations with 297,098 pairs across 59 cell lines. The task is: Regression. Given two drug SMILES strings and cell line genomic features, predict the synergy score measuring deviation from expected non-interaction effect. (1) Drug 1: CS(=O)(=O)CCNCC1=CC=C(O1)C2=CC3=C(C=C2)N=CN=C3NC4=CC(=C(C=C4)OCC5=CC(=CC=C5)F)Cl. Drug 2: C1C(C(OC1N2C=NC(=NC2=O)N)CO)O. Cell line: MALME-3M. Synergy scores: CSS=5.53, Synergy_ZIP=-0.0755, Synergy_Bliss=3.75, Synergy_Loewe=5.45, Synergy_HSA=4.18. (2) Drug 1: CCC1=C2CN3C(=CC4=C(C3=O)COC(=O)C4(CC)O)C2=NC5=C1C=C(C=C5)O. Drug 2: C1CN(CCN1C(=O)CCBr)C(=O)CCBr. Cell line: ACHN. Synergy scores: CSS=81.8, Synergy_ZIP=-2.44, Synergy_Bliss=-3.30, Synergy_Loewe=-13.8, Synergy_HSA=-0.767. (3) Cell line: SK-MEL-28. Synergy scores: CSS=11.7, Synergy_ZIP=-0.667, Synergy_Bliss=5.22, Synergy_Loewe=-1.69, Synergy_HSA=0.764. Drug 1: C1=CC(=CC=C1CCC2=CNC3=C2C(=O)NC(=N3)N)C(=O)NC(CCC(=O)O)C(=O)O. Drug 2: C1=NC(=NC(=O)N1C2C(C(C(O2)CO)O)O)N.